Predict the reactants needed to synthesize the given product. From a dataset of Full USPTO retrosynthesis dataset with 1.9M reactions from patents (1976-2016). (1) Given the product [C:21]([N:17]1[C:18]2[C:14](=[CH:13][C:12]([N:8]3[CH2:7][C@H:6]([C:4]([NH2:1])=[O:5])[O:10][C:9]3=[O:11])=[CH:20][CH:19]=2)[CH2:15][C:16]1=[O:25])([CH3:22])([CH3:24])[CH3:23], predict the reactants needed to synthesize it. The reactants are: [NH3:1].CO[C:4]([C@@H:6]1[O:10][C:9](=[O:11])[N:8]([C:12]2[CH:13]=[C:14]3[C:18](=[CH:19][CH:20]=2)[N:17]([C:21]([CH3:24])([CH3:23])[CH3:22])[C:16](=[O:25])[CH2:15]3)[CH2:7]1)=[O:5]. (2) Given the product [CH3:25][O:26][C:27]([C:29]1[C:38]([C:14]#[C:13][C:12]2[CH:7]=[CH:8][CH:9]=[CH:10][CH:11]=2)=[C:37]([OH:40])[C:36]2[C:31](=[C:32]([N+:41]([O-:43])=[O:42])[CH:33]=[CH:34][CH:35]=2)[N:30]=1)=[O:28], predict the reactants needed to synthesize it. The reactants are: COC(C1[CH:14]=[C:13](O)[C:12]2[C:7](=[C:8](OCC3C=CC=CC=3)[CH:9]=[C:10](Br)[CH:11]=2)N=1)=O.[CH3:25][O:26][C:27]([C:29]1[C:38](Br)=[C:37]([OH:40])[C:36]2[C:31](=[C:32]([N+:41]([O-:43])=[O:42])[CH:33]=[CH:34][CH:35]=2)[N:30]=1)=[O:28].